This data is from Forward reaction prediction with 1.9M reactions from USPTO patents (1976-2016). The task is: Predict the product of the given reaction. Given the reactants [C:1]1(=O)[O:5][CH2:4][CH2:3][CH2:2]1.[NH2:7][CH2:8][CH2:9][CH2:10][OH:11], predict the reaction product. The product is: [OH:11][CH2:10][CH2:9][CH2:8][N:7]1[CH2:1][CH2:2][CH2:3][C:4]1=[O:5].